Task: Predict which catalyst facilitates the given reaction.. Dataset: Catalyst prediction with 721,799 reactions and 888 catalyst types from USPTO (1) Reactant: [C:1]1([C:7]([C:9]2[N:10]=[C:11]3[CH:16]=[CH:15][C:14]([C:17]4[CH:21]=[CH:20][N:19]([Si](C(C)C)(C(C)C)C(C)C)[CH:18]=4)=[CH:13][N:12]3[CH:32]=2)=[O:8])[CH:6]=[CH:5][CH:4]=[CH:3][CH:2]=1.[F-].C([N+](CCCC)(CCCC)CCCC)CCC. Product: [C:1]1([C:7]([C:9]2[N:10]=[C:11]3[CH:16]=[CH:15][C:14]([C:17]4[CH:21]=[CH:20][NH:19][CH:18]=4)=[CH:13][N:12]3[CH:32]=2)=[O:8])[CH:2]=[CH:3][CH:4]=[CH:5][CH:6]=1. The catalyst class is: 7. (2) Reactant: Cl.[C:2]1([N:8]([CH2:32][CH2:33][C:34]([O:36][CH3:37])=[O:35])[C:9]([C:11]2[CH:31]=[CH:30][C:14]3[N:15]([CH3:29])[C:16]([CH2:18][NH:19][C:20]4[CH:25]=[CH:24][C:23]([C:26](=[NH:28])[NH2:27])=[CH:22][CH:21]=4)=[N:17][C:13]=3[CH:12]=2)=[O:10])[CH:7]=[CH:6][CH:5]=[CH:4][CH:3]=1.Cl[C:39]([O:41][CH2:42][CH3:43])=[O:40]. Product: [C:2]1([N:8]([CH2:32][CH2:33][C:34]([O:36][CH3:37])=[O:35])[C:9]([C:11]2[CH:31]=[CH:30][C:14]3[N:15]([CH3:29])[C:16]([CH2:18][NH:19][C:20]4[CH:25]=[CH:24][C:23]([C:26](=[NH:27])[NH:28][C:39]([O:41][CH2:42][CH3:43])=[O:40])=[CH:22][CH:21]=4)=[N:17][C:13]=3[CH:12]=2)=[O:10])[CH:3]=[CH:4][CH:5]=[CH:6][CH:7]=1. The catalyst class is: 429.